This data is from Reaction yield outcomes from USPTO patents with 853,638 reactions. The task is: Predict the reaction yield, written as a fraction of the theoretical maximum amount of product (1.0 means a 100% yield; for example, 0.34 means a 34% yield). (1) The reactants are [C:1]([NH:4][C:5]1[CH:13]=[C:12]([C:14]2[CH:15]=[CH:16][C:17]3[N:18]([C:20]([C:23]4[CH:28]=[CH:27][C:26]([C:29]#[N:30])=[CH:25][CH:24]=4)=[CH:21][N:22]=3)[CH:19]=2)[CH:11]=[CH:10][C:6]=1[C:7]([OH:9])=O)(=[O:3])[CH3:2].C[N:32]1[CH2:37][CH2:36][O:35][CH2:34][CH2:33]1.CN(C(ON1N=NC2C=CC=NC1=2)=[N+](C)C)C.F[P-](F)(F)(F)(F)F.N1CCOCC1. The catalyst is CN(C=O)C.CCOC(C)=O. The product is [C:29]([C:26]1[CH:27]=[CH:28][C:23]([C:20]2[N:18]3[CH:19]=[C:14]([C:12]4[CH:11]=[CH:10][C:6]([C:7]([N:32]5[CH2:37][CH2:36][O:35][CH2:34][CH2:33]5)=[O:9])=[C:5]([NH:4][C:1](=[O:3])[CH3:2])[CH:13]=4)[CH:15]=[CH:16][C:17]3=[N:22][CH:21]=2)=[CH:24][CH:25]=1)#[N:30]. The yield is 0.962. (2) The reactants are COC1C=C(OC)C=CC=1C[N:6]([C:33]1[CH:38]=[CH:37][N:36]=[CH:35][N:34]=1)[S:7]([C:10]1[C:15]([F:16])=[CH:14][C:13]([O:17][C@H:18]2[CH2:23][CH2:22][CH2:21][CH2:20][C@@H:19]2[C:24]2[CH:25]=[N:26][N:27](COC)[CH:28]=2)=[CH:12][C:11]=1[F:32])(=[O:9])=[O:8].C([SiH](CC)CC)C.FC(F)(F)C(O)=O.Cl. The catalyst is CO.ClCCl. The product is [F:32][C:11]1[CH:12]=[C:13]([O:17][C@H:18]2[CH2:23][CH2:22][CH2:21][CH2:20][C@@H:19]2[C:24]2[CH:25]=[N:26][NH:27][CH:28]=2)[CH:14]=[C:15]([F:16])[C:10]=1[S:7]([NH:6][C:33]1[CH:38]=[CH:37][N:36]=[CH:35][N:34]=1)(=[O:8])=[O:9]. The yield is 0.990. (3) The reactants are [O:1]1[C:5]([C:6]([NH:8][C:9]2[CH:14]=[CH:13][CH:12]=[C:11]([C:15]3[C:23]4[C:18](=[CH:19][CH:20]=[C:21]([C:24]5[N:28]=[CH:27][N:26](C(C6C=CC=CC=6)(C6C=CC=CC=6)C6C=CC=CC=6)[N:25]=5)[CH:22]=4)[N:17](C4CCCCO4)[N:16]=3)[CH:10]=2)=[O:7])=[CH:4][CH:3]=[N:2]1. The catalyst is Cl.O1CCOCC1. The product is [NH:26]1[CH:27]=[N:28][C:24]([C:21]2[CH:22]=[C:23]3[C:18](=[CH:19][CH:20]=2)[NH:17][N:16]=[C:15]3[C:11]2[CH:10]=[C:9]([NH:8][C:6]([C:5]3[O:1][N:2]=[CH:3][CH:4]=3)=[O:7])[CH:14]=[CH:13][CH:12]=2)=[N:25]1. The yield is 0.0500. (4) The reactants are [CH2:1]([O:3][C:4]([C:6]1[NH:7][CH:8]=[CH:9][N:10]=1)=[O:5])[CH3:2].C([O-])([O-])=O.[K+].[K+].[CH3:17][Si:18]([CH2:21][CH2:22][O:23][CH2:24]Cl)([CH3:20])[CH3:19].CC(C)=O. The catalyst is CCOC(C)=O. The product is [CH2:1]([O:3][C:4]([C:6]1[N:7]([CH2:24][O:23][CH2:22][CH2:21][Si:18]([CH3:20])([CH3:19])[CH3:17])[CH:8]=[CH:9][N:10]=1)=[O:5])[CH3:2]. The yield is 0.760. (5) The reactants are C(OC([NH:8][C@H:9]([C:11]([NH:13][CH:14]1[N:20]=[C:19]([C:21]2[CH:26]=[CH:25][CH:24]=[CH:23][N:22]=2)[C:18]2[CH:27]=[CH:28][CH:29]=[CH:30][C:17]=2[N:16]([CH2:31][C:32](=[O:37])[C:33]([CH3:36])([CH3:35])[CH3:34])[C:15]1=[O:38])=[O:12])[CH3:10])=O)(C)(C)C.C(O)(C(F)(F)F)=O. No catalyst specified. The product is [NH2:8][C@H:9]([C:11]([NH:13][CH:14]1[N:20]=[C:19]([C:21]2[CH:26]=[CH:25][CH:24]=[CH:23][N:22]=2)[C:18]2[CH:27]=[CH:28][CH:29]=[CH:30][C:17]=2[N:16]([CH2:31][C:32](=[O:37])[C:33]([CH3:35])([CH3:34])[CH3:36])[C:15]1=[O:38])=[O:12])[CH3:10]. The yield is 0.930. (6) The reactants are [NH2:1][C@H:2]1[C:11]2[C:6](=[CH:7][CH:8]=[CH:9][CH:10]=2)[N:5]([C:12]([C:14]2[CH:19]=[CH:18][C:17]([O:20][CH3:21])=[CH:16][CH:15]=2)=[O:13])[C@@H:4]([CH3:22])[CH2:3]1.[CH3:23][O:24][C:25](=[O:35])[CH2:26][O:27][C:28]1[CH:33]=[CH:32][C:31](Br)=[CH:30][CH:29]=1.C1(P([CH:58]2[CH2:63]CCCC2)C2C=CC=CC=2C2C=CC=CC=2N(C)C)CCCCC1.C(=O)([O-])[O-:65].[Cs+].[Cs+]. The catalyst is C1C=CC(/C=C/C(/C=C/C2C=CC=CC=2)=O)=CC=1.C1C=CC(/C=C/C(/C=C/C2C=CC=CC=2)=O)=CC=1.C1C=CC(/C=C/C(/C=C/C2C=CC=CC=2)=O)=CC=1.[Pd].[Pd]. The product is [CH3:23][O:24][C:25](=[O:35])[CH2:26][O:27][C:28]1[CH:33]=[CH:32][C:31]([N:1]([C:63](=[O:65])[CH3:58])[CH:2]2[C:11]3[C:6](=[CH:7][CH:8]=[CH:9][CH:10]=3)[N:5]([C:12](=[O:13])[C:14]3[CH:15]=[CH:16][C:17]([O:20][CH3:21])=[CH:18][CH:19]=3)[CH:4]([CH3:22])[CH2:3]2)=[CH:30][CH:29]=1. The yield is 0.240.